This data is from Reaction yield outcomes from USPTO patents with 853,638 reactions. The task is: Predict the reaction yield, written as a fraction of the theoretical maximum amount of product (1.0 means a 100% yield; for example, 0.34 means a 34% yield). (1) The reactants are C([O:5][C:6](=[O:22])[CH2:7][S:8][C:9]1[N:13]([CH2:14][CH3:15])[C:12]([C:16]2[CH:21]=[CH:20][CH:19]=[CH:18][CH:17]=2)=[N:11][N:10]=1)(C)(C)C.FC(F)(F)C(O)=O. The catalyst is ClCCl. The product is [CH2:14]([N:13]1[C:12]([C:16]2[CH:21]=[CH:20][CH:19]=[CH:18][CH:17]=2)=[N:11][N:10]=[C:9]1[S:8][CH2:7][C:6]([OH:22])=[O:5])[CH3:15]. The yield is 0.870. (2) The reactants are [Cl:1][C:2]1[CH:23]=[C:22](OS(C(F)(F)F)(=O)=O)[C:5]2[O:6][C@@H:7]([CH2:10][O:11][S:12]([C:15]3[CH:20]=[CH:19][C:18]([CH3:21])=[CH:17][CH:16]=3)(=[O:14])=[O:13])[CH2:8][O:9][C:4]=2[CH:3]=1.[CH3:32][O:33][C:34]1[CH:39]=[CH:38][CH:37]=[CH:36][C:35]=1B(O)O. No catalyst specified. The product is [CH3:32][O:33][C:34]1[CH:39]=[CH:38][CH:37]=[CH:36][C:35]=1[C:22]1[C:5]2[O:6][C@@H:7]([CH2:10][O:11][S:12]([C:15]3[CH:16]=[CH:17][C:18]([CH3:21])=[CH:19][CH:20]=3)(=[O:14])=[O:13])[CH2:8][O:9][C:4]=2[CH:3]=[C:2]([Cl:1])[CH:23]=1. The yield is 0.960. (3) The catalyst is C1(C)C=CC=CC=1. The reactants are [Cl:1][C:2]1[CH:7]=[CH:6][C:5]([C:8]2[C:12]([CH2:13][CH3:14])=[C:11]([NH2:15])[NH:10][N:9]=2)=[CH:4][CH:3]=1.[C:16](O)(=[O:19])[CH2:17][SH:18]. The product is [Cl:1][C:2]1[CH:3]=[CH:4][C:5]([C:8]2[C:12]([CH2:13][CH3:14])=[C:11]([NH:15][C:16](=[O:19])[CH2:17][SH:18])[NH:10][N:9]=2)=[CH:6][CH:7]=1. The yield is 0.748. (4) The reactants are [F:1][C:2]([F:39])([F:38])[CH2:3][N:4]1[C:8]2[N:9]=[C:10]([C:19]3[CH:24]=[CH:23][C:22]([NH:25][C:26]([NH:28][C:29]4[CH:37]=[CH:36][C:32]([C:33](O)=[O:34])=[CH:31][CH:30]=4)=[O:27])=[CH:21][CH:20]=3)[N:11]=[C:12]([N:13]3[CH2:18][CH2:17][O:16][CH2:15][CH2:14]3)[C:7]=2[CH:6]=[CH:5]1.[CH3:40][NH:41][CH2:42][CH2:43][NH:44][CH3:45]. The yield is 0.250. The product is [CH3:40][N:41]([CH2:42][CH2:43][NH:44][CH3:45])[C:33](=[O:34])[C:32]1[CH:36]=[CH:37][C:29]([NH:28][C:26](=[O:27])[NH:25][C:22]2[CH:23]=[CH:24][C:19]([C:10]3[N:11]=[C:12]([N:13]4[CH2:14][CH2:15][O:16][CH2:17][CH2:18]4)[C:7]4[CH:6]=[CH:5][N:4]([CH2:3][C:2]([F:38])([F:39])[F:1])[C:8]=4[N:9]=3)=[CH:20][CH:21]=2)=[CH:30][CH:31]=1. No catalyst specified. (5) The reactants are [OH:1][C:2]1[CH:20]=[CH:19][C:5]2[CH:6]3[C:13]4([CH2:14][CH2:15][C:4]=2[CH:3]=1)[CH:9]([CH2:10][N:11]([C:16](=[O:18])[CH3:17])[CH2:12]4)[CH2:8][CH2:7]3.C(N(CC)CC)C.[C:28](Cl)(=[O:35])[C:29]1[CH:34]=[CH:33][CH:32]=[CH:31][CH:30]=1. The catalyst is C(Cl)Cl. The product is [C:16]([N:11]1[CH2:12][C:13]23[CH:6]([CH2:7][CH2:8][CH:9]2[CH2:10]1)[C:5]1[CH:19]=[CH:20][C:2]([O:1][C:28](=[O:35])[C:29]2[CH:34]=[CH:33][CH:32]=[CH:31][CH:30]=2)=[CH:3][C:4]=1[CH2:15][CH2:14]3)(=[O:18])[CH3:17]. The yield is 0.804. (6) The product is [N+:11]([C:9]1[CH:10]=[C:4]2[CH2:3][NH:2][CH2:7][CH2:6][N:5]2[N:8]=1)([O-:13])=[O:12]. The catalyst is O1CCOCC1. The yield is 1.00. The reactants are C[N:2]1[CH2:7][CH2:6][N:5]2[N:8]=[C:9]([N+:11]([O-:13])=[O:12])[CH:10]=[C:4]2[CH2:3]1.